Dataset: Forward reaction prediction with 1.9M reactions from USPTO patents (1976-2016). Task: Predict the product of the given reaction. (1) Given the reactants [Cl:1][C:2]1[CH:7]=[C:6](I)[C:5]([Cl:9])=[CH:4][N:3]=1.[NH2:10][C:11]1[CH:20]=[CH:19][CH:18]=[CH:17][C:12]=1[C:13]([NH:15][CH3:16])=[O:14].P([O-])([O-])([O-])=O.[K+].[K+].[K+].C1(P(C2C=CC=CC=2)C2C=CC=CC=2OC2C=CC=CC=2P(C2C=CC=CC=2)C2C=CC=CC=2)C=CC=CC=1, predict the reaction product. The product is: [Cl:1][C:2]1[CH:7]=[C:6]([NH:10][C:11]2[CH:20]=[CH:19][CH:18]=[CH:17][C:12]=2[C:13]([NH:15][CH3:16])=[O:14])[C:5]([Cl:9])=[CH:4][N:3]=1. (2) Given the reactants [C:1](#[N:9])[CH2:2][CH2:3][CH2:4][CH2:5][CH2:6][C:7]#[N:8].CC([O-])(C)C.[K+], predict the reaction product. The product is: [NH2:8][C:7]1[CH2:6][CH2:5][CH2:4][CH2:3][C:2]=1[C:1]#[N:9]. (3) Given the reactants [Cl:1][C:2]1[CH:3]=[CH:4][C:5]([O:25][CH3:26])=[C:6]([NH:8][C:9](=[O:24])[CH2:10][N:11]2[C:19]3[CH2:18][CH2:17][NH:16][CH2:15][C:14]=3[C:13]([C:20]([F:23])([F:22])[F:21])=[N:12]2)[CH:7]=1.C(N(CC)CC)C.[C:34](Cl)(=[O:36])[CH3:35], predict the reaction product. The product is: [C:34]([N:16]1[CH2:17][CH2:18][C:19]2[N:11]([CH2:10][C:9]([NH:8][C:6]3[CH:7]=[C:2]([Cl:1])[CH:3]=[CH:4][C:5]=3[O:25][CH3:26])=[O:24])[N:12]=[C:13]([C:20]([F:23])([F:22])[F:21])[C:14]=2[CH2:15]1)(=[O:36])[CH3:35]. (4) The product is: [F:26][C:18]1[CH:17]=[CH:16][C:15]([C:13]2[N:6]3[N:5]=[CH:4][C:3]([C:7]#[N:8])=[C:2]3[N:1]=[CH:11][CH:12]=2)=[CH:20][C:19]=1[N:21]([CH3:25])[C:22](=[O:24])[CH3:23]. Given the reactants [NH2:1][C:2]1[NH:6][N:5]=[CH:4][C:3]=1[C:7]#[N:8].CN(C)[CH:11]=[CH:12][C:13]([C:15]1[CH:16]=[CH:17][C:18]([F:26])=[C:19]([N:21]([CH3:25])[C:22](=[O:24])[CH3:23])[CH:20]=1)=O.C(OCC)(=O)C, predict the reaction product. (5) Given the reactants [C:1]([C:5]1[CH:10]=[CH:9][CH:8]=[CH:7][C:6]=1[OH:11])([CH3:4])([CH3:3])[CH3:2].[Br:12]N1C(=O)CCC1=O, predict the reaction product. The product is: [C:1]([C:5]1[CH:10]=[C:9]([Br:12])[CH:8]=[CH:7][C:6]=1[OH:11])([CH3:4])([CH3:2])[CH3:3].